From a dataset of TCR-epitope binding with 47,182 pairs between 192 epitopes and 23,139 TCRs. Binary Classification. Given a T-cell receptor sequence (or CDR3 region) and an epitope sequence, predict whether binding occurs between them. (1) The epitope is RTLNAWVKV. The TCR CDR3 sequence is CASSAGAGNTIYF. Result: 0 (the TCR does not bind to the epitope). (2) The epitope is AVFDRKSDAK. The TCR CDR3 sequence is CASSLSSSYEQYF. Result: 0 (the TCR does not bind to the epitope).